Dataset: Full USPTO retrosynthesis dataset with 1.9M reactions from patents (1976-2016). Task: Predict the reactants needed to synthesize the given product. (1) Given the product [Cl:1][C:2]1[CH:7]=[CH:6][CH:5]=[CH:4][C:3]=1[S:8][C:9]1[CH:14]=[C:13]([O:15][C:16]2[CH:17]=[CH:18][C:19]([CH:22]=[O:23])=[CH:20][CH:21]=2)[CH:12]=[N:11][C:10]=1[NH:24][C:25]1[S:29][N:28]=[C:27]([CH:30]2[CH2:35][CH2:34][NH:33][CH2:32][CH2:31]2)[N:26]=1, predict the reactants needed to synthesize it. The reactants are: [Cl:1][C:2]1[CH:7]=[CH:6][CH:5]=[CH:4][C:3]=1[S:8][C:9]1[C:10]([NH:24][C:25]2[S:29][N:28]=[C:27]([CH:30]3[CH2:35][CH2:34][N:33](C(OC(C)(C)C)=O)[CH2:32][CH2:31]3)[N:26]=2)=[N:11][CH:12]=[C:13]([O:15][C:16]2[CH:21]=[CH:20][C:19]([CH:22]=[O:23])=[CH:18][CH:17]=2)[CH:14]=1.C(O)(C(F)(F)F)=O.C(=O)(O)[O-].[Na+]. (2) Given the product [CH3:32][N:17]([CH2:18][C:19]#[C:20][C:21]1[CH:22]=[CH:23][C:24]([O:27][C:28]([F:31])([F:29])[F:30])=[CH:25][CH:26]=1)[C:16]([CH2:15][C:12]1[CH:13]=[C:14]2[C:9]([CH:8]=[CH:7][N:6]2[CH2:5][C:4]([OH:34])=[O:3])=[CH:10][CH:11]=1)=[O:33], predict the reactants needed to synthesize it. The reactants are: C([O:3][C:4](=[O:34])[CH2:5][N:6]1[C:14]2[C:9](=[CH:10][CH:11]=[C:12]([CH2:15][C:16](=[O:33])[N:17]([CH3:32])[CH2:18][C:19]#[C:20][C:21]3[CH:26]=[CH:25][C:24]([O:27][C:28]([F:31])([F:30])[F:29])=[CH:23][CH:22]=3)[CH:13]=2)[CH:8]=[CH:7]1)C.[Li+].[OH-]. (3) The reactants are: [Cl:1][C:2]1[CH:3]=[C:4]([CH:34]=[CH:35][C:36]=1[O:37][CH3:38])[CH2:5][NH:6][C:7]1[C:12]([C:13]([O:15][CH3:16])=[O:14])=[C:11]([N:17]2[CH2:22][CH2:21][N:20]3[CH:23]=[CH:24][N:25]=[C:19]3[CH2:18]2)[N:10]=[C:9]([S:26][CH2:27][C:28]2[CH:33]=[CH:32][CH:31]=[CH:30][CH:29]=2)[N:8]=1.ClC1C=CC=C(C(OO)=[O:47])C=1. Given the product [Cl:1][C:2]1[CH:3]=[C:4]([CH:34]=[CH:35][C:36]=1[O:37][CH3:38])[CH2:5][NH:6][C:7]1[C:12]([C:13]([O:15][CH3:16])=[O:14])=[C:11]([N:17]2[CH2:22][CH2:21][N:20]3[CH:23]=[CH:24][N:25]=[C:19]3[CH2:18]2)[N:10]=[C:9]([S:26]([CH2:27][C:28]2[CH:33]=[CH:32][CH:31]=[CH:30][CH:29]=2)=[O:47])[N:8]=1, predict the reactants needed to synthesize it. (4) Given the product [CH2:1]([O:3][C:4]1[N:5]=[C:6]([C:14]2[CH:19]=[CH:18][N:17]=[C:16]([NH:20][C:21](=[O:23])[CH3:22])[CH:15]=2)[S:7][C:8]=1[C:9]1[N:13]=[CH:12][N:11]([CH:37]2[CH2:38][CH2:39][CH2:40][CH2:41][O:36]2)[N:10]=1)[CH3:2], predict the reactants needed to synthesize it. The reactants are: [CH2:1]([O:3][C:4]1[N:5]=[C:6]([C:14]2[CH:19]=[CH:18][N:17]=[C:16]([NH:20][C:21](=[O:23])[CH3:22])[CH:15]=2)[S:7][C:8]=1[C:9]1[NH:13][CH:12]=[N:11][N:10]=1)[CH3:2].O.C1(C)C=CC(S(O)(=O)=O)=CC=1.[O:36]1[CH:41]=[CH:40][CH2:39][CH2:38][CH2:37]1. (5) The reactants are: [C:1]1(=[O:7])[CH2:6][CH2:5][CH2:4][CH:3]=[CH:2]1.C(O)(=O)C.[CH3:12][S-:13].[Na+]. Given the product [CH3:12][S:13][CH:3]1[CH2:4][CH2:5][CH2:6][C:1](=[O:7])[CH2:2]1, predict the reactants needed to synthesize it. (6) Given the product [C:4]1([C:8]2[CH:13]=[CH:12][CH:11]=[CH:10][CH:9]=2)[CH:5]=[CH:6][CH:7]=[C:2]([S:19]([Cl:22])(=[O:21])=[O:20])[CH:3]=1, predict the reactants needed to synthesize it. The reactants are: Br[C:2]1[CH:3]=[C:4]([C:8]2[CH:13]=[CH:12][CH:11]=[CH:10][CH:9]=2)[CH:5]=[CH:6][CH:7]=1.C([Li])(C)(C)C.[S:19](Cl)([Cl:22])(=[O:21])=[O:20].